This data is from Forward reaction prediction with 1.9M reactions from USPTO patents (1976-2016). The task is: Predict the product of the given reaction. (1) Given the reactants [CH3:1][CH2:2][C:3]([C:8]([O:10][CH2:11][CH:12]([NH2:15])[CH2:13][CH3:14])=[O:9])([CH3:7])[C:4]([O-:6])=[O:5].O1CCCC1.CO.[OH-].[Li+], predict the reaction product. The product is: [CH3:1][CH2:2][C:3]([C:8]([O:10][CH2:11][CH:12]([NH2:15])[CH2:13][CH3:14])=[O:9])([CH3:7])[C:4]([OH:6])=[O:5]. (2) Given the reactants [F:1][C:2]([F:16])([F:15])[S:3]([C:6]1[CH:14]=[CH:13][C:9]([C:10]([OH:12])=O)=[CH:8][CH:7]=1)(=[O:5])=[O:4].[NH2:17][C:18]([CH3:34])([CH2:21][O:22][C:23]1[CH:24]=[CH:25][C:26]2[CH2:30][O:29][B:28]([OH:31])[C:27]=2[C:32]=1[Cl:33])[C:19]#[N:20].CCN(C(C)C)C(C)C, predict the reaction product. The product is: [Cl:33][C:32]1[C:27]2[B:28]([OH:31])[O:29][CH2:30][C:26]=2[CH:25]=[CH:24][C:23]=1[O:22][CH2:21][C:18]([NH:17][C:10](=[O:12])[C:9]1[CH:8]=[CH:7][C:6]([S:3]([C:2]([F:1])([F:16])[F:15])(=[O:4])=[O:5])=[CH:14][CH:13]=1)([C:19]#[N:20])[CH3:34]. (3) Given the reactants Br[C:2]1[C:7]([CH3:8])=[CH:6][CH:5]=[CH:4][N:3]=1.[C:9]1([CH3:18])[CH:14]=[CH:13][CH:12]=[CH:11][C:10]=1B(O)O.C(=O)([O-])[O-].[Na+].[Na+].O, predict the reaction product. The product is: [CH3:8][C:7]1[C:2]([C:10]2[CH:11]=[CH:12][CH:13]=[CH:14][C:9]=2[CH3:18])=[N:3][CH:4]=[CH:5][CH:6]=1. (4) The product is: [NH:18]([C:2]1[CH:7]=[C:6]([N:8]2[CH2:13][CH2:12][O:11][CH2:10][CH2:9]2)[N:5]=[C:4]([CH2:14][CH2:15][CH2:16][OH:17])[CH:3]=1)[NH2:19]. Given the reactants Cl[C:2]1[CH:7]=[C:6]([N:8]2[CH2:13][CH2:12][O:11][CH2:10][CH2:9]2)[N:5]=[C:4]([CH2:14][CH2:15][CH2:16][OH:17])[CH:3]=1.[NH2:18][NH2:19], predict the reaction product. (5) Given the reactants [NH2:1][CH2:2][CH2:3][CH2:4][CH2:5][N:6]1[C:18]2[C:17]3[CH:16]=[CH:15][CH:14]=[CH:13][C:12]=3[N:11]=[C:10]([NH2:19])[C:9]=2[N:8]=[C:7]1[CH2:20][CH2:21][O:22][CH3:23].[N:24]1[C:33]2[C:28](=[CH:29][CH:30]=[CH:31][CH:32]=2)[CH:27]=[C:26]([C:34](O)=[O:35])[CH:25]=1, predict the reaction product. The product is: [NH2:19][C:10]1[C:9]2[N:8]=[C:7]([CH2:20][CH2:21][O:22][CH3:23])[N:6]([CH2:5][CH2:4][CH2:3][CH2:2][NH:1][C:34]([C:26]3[CH:25]=[N:24][C:33]4[C:28]([CH:27]=3)=[CH:29][CH:30]=[CH:31][CH:32]=4)=[O:35])[C:18]=2[C:17]2[CH:16]=[CH:15][CH:14]=[CH:13][C:12]=2[N:11]=1.